Predict the reactants needed to synthesize the given product. From a dataset of Full USPTO retrosynthesis dataset with 1.9M reactions from patents (1976-2016). Given the product [F:1][C:2]1[C:3]([C:22]([N:26]2[CH2:27][C:28]3[C:33](=[CH:32][CH:31]=[CH:30][CH:29]=3)[CH2:25]2)=[O:24])=[N:4][CH:5]=[CH:6][C:7]=1[S:8][C:9]1[S:13][C:12]([NH:14][C:15]2[CH:20]=[C:19]([CH3:21])[CH:18]=[CH:17][N:16]=2)=[N:11][CH:10]=1, predict the reactants needed to synthesize it. The reactants are: [F:1][C:2]1[C:3]([C:22]([OH:24])=O)=[N:4][CH:5]=[CH:6][C:7]=1[S:8][C:9]1[S:13][C:12]([NH:14][C:15]2[CH:20]=[C:19]([CH3:21])[CH:18]=[CH:17][N:16]=2)=[N:11][CH:10]=1.[CH2:25]1[C:33]2[C:28](=[CH:29][CH:30]=[CH:31][CH:32]=2)[CH2:27][NH:26]1.